From a dataset of CYP2D6 inhibition data for predicting drug metabolism from PubChem BioAssay. Regression/Classification. Given a drug SMILES string, predict its absorption, distribution, metabolism, or excretion properties. Task type varies by dataset: regression for continuous measurements (e.g., permeability, clearance, half-life) or binary classification for categorical outcomes (e.g., BBB penetration, CYP inhibition). Dataset: cyp2d6_veith. (1) The molecule is O=C(c1ccc(CN2CCc3ccccc3C2)cc1)N1CCc2ccccc2C1. The result is 1 (inhibitor). (2) The molecule is Cc1nc(/N=C(\N)Nc2ccccc2)nc2ccccc12. The result is 0 (non-inhibitor). (3) The drug is CC(=O)N(C)/C=C1\Sc2ccccc2C1=O. The result is 0 (non-inhibitor). (4) The molecule is O=C(N/N=C/c1ccco1)c1ccc(Br)o1. The result is 0 (non-inhibitor). (5) The molecule is Cc1cc(C2CCCCC2)n(O)c(=O)c1.NCCO. The result is 0 (non-inhibitor). (6) The molecule is COc1cccc(/C=N\NC(=O)c2cc(OCC(F)(F)F)ccc2OCC(F)(F)F)c1. The result is 0 (non-inhibitor). (7) The drug is Cn1c(=O)c2c(ncn2CC(COCc2ccccc2Cl)OCc2ccccc2Cl)n(C)c1=O. The result is 1 (inhibitor).